From a dataset of Catalyst prediction with 721,799 reactions and 888 catalyst types from USPTO. Predict which catalyst facilitates the given reaction. (1) Reactant: [CH3:1][CH:2]1[CH2:7][CH2:6][C:5](=O)[CH2:4][N:3]1[C:9]([O:11][CH2:12][C:13]1[CH:18]=[CH:17][CH:16]=[CH:15][CH:14]=1)=[O:10].[NH:19]([C:21]([O:23][C:24]([CH3:27])([CH3:26])[CH3:25])=[O:22])[NH2:20]. Product: [C:24]([O:23][C:21]([NH:19][N:20]=[C:5]1[CH2:4][N:3]([C:9]([O:11][CH2:12][C:13]2[CH:18]=[CH:17][CH:16]=[CH:15][CH:14]=2)=[O:10])[CH:2]([CH3:1])[CH2:7][CH2:6]1)=[O:22])([CH3:27])([CH3:26])[CH3:25]. The catalyst class is: 7. (2) Reactant: [F:1][C:2]1[CH:3]=[CH:4][C:5]2[N:6]([CH:8]=[C:9]([C:11]([NH:13][C@H:14]3[CH2:19][CH2:18][C@@H:17]([N:20]4[C:25](=[O:26])[C:24]5[CH:27]=[C:28]([F:31])[CH:29]=[N:30][C:23]=5[N:22]([C:32]5[CH:33]=[C:34]([C:38]6[CH:43]=[CH:42][C:41]([CH:44]=O)=[CH:40][CH:39]=6)[CH:35]=[CH:36][CH:37]=5)[C:21]4=[O:46])[CH2:16][CH2:15]3)=[O:12])[N:10]=2)[CH:7]=1.[CH3:47][NH:48][C:49]([CH3:52])([CH3:51])[CH3:50].C(O[BH-](OC(=O)C)OC(=O)C)(=O)C.[Na+].C(OC)(OC)OC. Product: [C:49]([N:48]([CH2:44][C:41]1[CH:42]=[CH:43][C:38]([C:34]2[CH:35]=[CH:36][CH:37]=[C:32]([N:22]3[C:23]4[N:30]=[CH:29][C:28]([F:31])=[CH:27][C:24]=4[C:25](=[O:26])[N:20]([C@@H:17]4[CH2:18][CH2:19][C@H:14]([NH:13][C:11]([C:9]5[N:10]=[C:5]6[CH:4]=[CH:3][C:2]([F:1])=[CH:7][N:6]6[CH:8]=5)=[O:12])[CH2:15][CH2:16]4)[C:21]3=[O:46])[CH:33]=2)=[CH:39][CH:40]=1)[CH3:47])([CH3:52])([CH3:51])[CH3:50]. The catalyst class is: 525. (3) Reactant: C([N-]C(C)C)(C)C.[Li+].[Cl:9][C:10]1[CH:15]=[CH:14][C:13]([C@@H:16]([CH:22]2[CH2:24][CH2:23]2)[CH2:17][C:18]([O:20][CH3:21])=[O:19])=[CH:12][CH:11]=1.C1C=CC(S(N(S(C2C=CC=CC=2)(=O)=O)[F:35])(=O)=O)=CC=1. Product: [Cl:9][C:10]1[CH:11]=[CH:12][C:13]([C@@H:16]([CH:22]2[CH2:23][CH2:24]2)[CH:17]([F:35])[C:18]([O:20][CH3:21])=[O:19])=[CH:14][CH:15]=1. The catalyst class is: 7. (4) Reactant: O[Li].O.C[O:5][C:6](=[O:21])[C:7]1[CH:12]=[CH:11][CH:10]=[C:9]([O:13][CH2:14][C:15]2[CH:20]=[CH:19][CH:18]=[CH:17][CH:16]=2)[CH:8]=1.Cl. Product: [CH2:14]([O:13][C:9]1[CH:8]=[C:7]([CH:12]=[CH:11][CH:10]=1)[C:6]([OH:21])=[O:5])[C:15]1[CH:16]=[CH:17][CH:18]=[CH:19][CH:20]=1. The catalyst class is: 90. (5) Reactant: [N+:1]([C:4]1[CH:15]=[CH:14][C:7]([CH2:8][C@@H:9]([C:11]([OH:13])=[O:12])[NH2:10])=[CH:6][CH:5]=1)([O-:3])=[O:2].[Cl:16][C:17]1[CH:25]=[CH:24][CH:23]=[C:22]([Cl:26])[C:18]=1[C:19](Cl)=[O:20].[OH-].[Na+]. Product: [Cl:16][C:17]1[CH:25]=[CH:24][CH:23]=[C:22]([Cl:26])[C:18]=1[C:19]([NH:10][C@H:9]([C:11]([OH:13])=[O:12])[CH2:8][C:7]1[CH:6]=[CH:5][C:4]([N+:1]([O-:3])=[O:2])=[CH:15][CH:14]=1)=[O:20]. The catalyst class is: 21. (6) Reactant: [Cl:1][C:2]1[CH:7]=CC=C(C#N)[N:3]=1.[CH3:10][Mg]I.[CH2:13]1[CH2:17][O:16][CH2:15][CH2:14]1. Product: [Cl:1][C:2]1[CH:7]=[CH:15][CH:14]=[C:13]([C:17](=[O:16])[CH3:10])[N:3]=1. The catalyst class is: 27.